From a dataset of CYP2C9 inhibition data for predicting drug metabolism from PubChem BioAssay. Regression/Classification. Given a drug SMILES string, predict its absorption, distribution, metabolism, or excretion properties. Task type varies by dataset: regression for continuous measurements (e.g., permeability, clearance, half-life) or binary classification for categorical outcomes (e.g., BBB penetration, CYP inhibition). Dataset: cyp2c9_veith. (1) The molecule is CC(C)(C)N1C(=O)[C@@H]2[C@@H](CC[C@@H]3C(=O)C=C[C@@H](O)[C@H]32)C1=O. The result is 0 (non-inhibitor). (2) The molecule is CCCC/C=C/C(NC(=O)c1ccco1)c1ccccc1. The result is 1 (inhibitor). (3) The molecule is O=C1C2Sc3[nH]c(=O)sc3C(c3ccccc3)C2C(=O)N1c1ccc(Cl)cc1. The result is 1 (inhibitor). (4) The drug is Cn1cccc1C(=O)N1CCC2(CCN(Cc3ccc(C#N)cc3)CC2)CC1. The result is 0 (non-inhibitor). (5) The result is 0 (non-inhibitor). The drug is CN1CCN(CC(=O)Nc2cccc3ccccc23)CC1. (6) The drug is O=C(/C=C1\NCC2c3ccccc3CCN2C1=O)c1ccccc1. The result is 0 (non-inhibitor). (7) The drug is O=c1c(-c2ccc(Cl)cc2)nc2cnc(N3CCNCC3)nc2n1CCc1ccccc1. The result is 1 (inhibitor). (8) The molecule is CN(C)c1ccc(NC(=O)CSc2nc(N)c(C(=O)Nc3ccc(N(C)C)cc3)s2)cc1. The result is 1 (inhibitor). (9) The molecule is Cc1nonc1NC(=O)N1CCCC1. The result is 0 (non-inhibitor). (10) The compound is CN(C)Cc1c[nH]c2ccccc12. The result is 0 (non-inhibitor).